Dataset: Forward reaction prediction with 1.9M reactions from USPTO patents (1976-2016). Task: Predict the product of the given reaction. (1) Given the reactants [CH2:1]([C:5]1[CH:10]=[C:9]([C:11](=[O:24])[CH2:12][NH:13][C:14](=O)[C:15]2[CH:20]=[C:19]([CH3:21])[N:18]=[C:17]([CH3:22])[CH:16]=2)[CH:8]=[C:7]([CH3:25])[N:6]=1)[CH:2]([CH3:4])[CH3:3].CC[N+](S(N=C(OC)[O-])(=O)=O)(CC)CC, predict the reaction product. The product is: [CH2:1]([C:5]1[CH:10]=[C:9]([C:11]2[O:24][C:14]([C:15]3[CH:20]=[C:19]([CH3:21])[N:18]=[C:17]([CH3:22])[CH:16]=3)=[N:13][CH:12]=2)[CH:8]=[C:7]([CH3:25])[N:6]=1)[CH:2]([CH3:4])[CH3:3]. (2) Given the reactants [CH3:1][C:2]1[CH:3]=[C:4]([N+:21]([O-])=O)[C:5]2[S:9][C:8]([NH:10][C:11]3[C:16]([CH3:17])=[CH:15][C:14]([CH3:18])=[CH:13][C:12]=3[CH3:19])=[N:7][C:6]=2[CH:20]=1.O.O.[Sn](Cl)Cl.[OH-].[Na+], predict the reaction product. The product is: [C:12]1([CH3:19])[CH:13]=[C:14]([CH3:18])[CH:15]=[C:16]([CH3:17])[C:11]=1[NH:10][C:8]1[S:9][C:5]2[C:4]([NH2:21])=[CH:3][C:2]([CH3:1])=[CH:20][C:6]=2[N:7]=1. (3) The product is: [Br:19][C:16]1[CH:15]=[CH:14][C:13]([CH2:12][N:9]2[CH2:10][CH2:11][C:6]([S:20]([C:23]3[CH:24]=[CH:25][C:26]([O:29][CH2:30][C:31]#[C:32][CH2:33][CH2:34][CH2:35][CH2:36][CH3:37])=[CH:27][CH:28]=3)(=[O:22])=[O:21])([C:4]([OH:5])=[O:3])[CH2:7][CH2:8]2)=[CH:18][CH:17]=1. Given the reactants C([O:3][C:4]([C:6]1([S:20]([C:23]2[CH:28]=[CH:27][C:26]([O:29][CH2:30][C:31]#[C:32][CH2:33][CH2:34][CH2:35][CH2:36][CH3:37])=[CH:25][CH:24]=2)(=[O:22])=[O:21])[CH2:11][CH2:10][N:9]([CH2:12][C:13]2[CH:18]=[CH:17][C:16]([Br:19])=[CH:15][CH:14]=2)[CH2:8][CH2:7]1)=[O:5])C.CO.[OH-].[Na+], predict the reaction product. (4) Given the reactants [CH3:1][O:2][C:3](=[O:18])[C:4]1[CH:9]=[CH:8][C:7]([C:10]2[CH:11]=[N:12][C:13]([NH2:17])=[C:14]([OH:16])[CH:15]=2)=[CH:6][CH:5]=1.C(N(CC)C(C)C)(C)C.[CH3:28][C:29]1[CH:34]=[CH:33][C:32]([S:35](Cl)(=[O:37])=[O:36])=[CH:31][CH:30]=1, predict the reaction product. The product is: [CH3:1][O:2][C:3](=[O:18])[C:4]1[CH:5]=[CH:6][C:7]([C:10]2[CH:11]=[N:12][C:13]([NH2:17])=[C:14]([O:16][S:35]([C:32]3[CH:33]=[CH:34][C:29]([CH3:28])=[CH:30][CH:31]=3)(=[O:37])=[O:36])[CH:15]=2)=[CH:8][CH:9]=1.